From a dataset of Forward reaction prediction with 1.9M reactions from USPTO patents (1976-2016). Predict the product of the given reaction. (1) Given the reactants [H-].[Al+3].[Li+].[H-].[H-].[H-].CON(C)[C:10]([C:12]1[N:13]([C:18]2[CH:23]=[CH:22][C:21]([CH3:24])=[CH:20][CH:19]=2)[C:14]([SH:17])=[N:15][CH:16]=1)=[O:11], predict the reaction product. The product is: [SH:17][C:14]1[N:13]([C:18]2[CH:19]=[CH:20][C:21]([CH3:24])=[CH:22][CH:23]=2)[C:12]([CH:10]=[O:11])=[CH:16][N:15]=1. (2) Given the reactants Cl[C:2]1[C:3](=[O:16])[N:4]([C@@H:9]([CH:13]2[CH2:15][CH2:14]2)COC)[CH:5]=[C:6]([Cl:8])[N:7]=1.[F:17][CH:18]([F:29])[O:19][C:20]1[N:25]=[C:24]([CH3:26])[C:23]([NH2:27])=[CH:22][C:21]=1[CH3:28].[CH3:30][Si]([N-][Si](C)(C)C)(C)C.[Na+].C1C[O:43][CH2:42]C1, predict the reaction product. The product is: [Cl:8][C:6]1[N:7]=[C:2]([NH:27][C:23]2[C:24]([CH3:26])=[N:25][C:20]([O:19][CH:18]([F:17])[F:29])=[C:21]([CH3:28])[CH:22]=2)[C:3](=[O:16])[N:4]([CH2:9][C@H:13]([CH:15]2[CH2:14][CH2:30]2)[O:43][CH3:42])[CH:5]=1. (3) Given the reactants [Cl:1][C:2]1[CH:20]=[C:19]([N+:21]([O-])=O)[CH:18]=[CH:17][C:3]=1[O:4][C:5]1[C:10]2[CH:11]=[C:12]([C:14]([NH2:16])=O)[O:13][C:9]=2[CH:8]=[CH:7][CH:6]=1.O.C(=O)([O-])O.[Na+], predict the reaction product. The product is: [NH2:21][C:19]1[CH:18]=[CH:17][C:3]([O:4][C:5]2[C:10]3[CH:11]=[C:12]([C:14]#[N:16])[O:13][C:9]=3[CH:8]=[CH:7][CH:6]=2)=[C:2]([Cl:1])[CH:20]=1. (4) Given the reactants FC(F)(F)S(OC1C(C)OC(=O)C=1C)(=O)=O.CC1(C)C(C)(C)OB(C2C=CC(OC3C4C=COC=4C=CN=3)=CC=2)O1.COC1C=C(C=CC=1B1OC(C)(C)C(C)(C)O1)OC1C2C=COC=2C=CN=1.F[C:70]1[CH:75]=[C:74]([O:76][C:77]2[C:82]3[CH:83]=[CH:84][O:85][C:81]=3[CH:80]=[CH:79][N:78]=2)[CH:73]=[CH:72][C:71]=1[C:86]1[CH:90]([CH3:91])[O:89][C:88](=[O:92])[C:87]=1[CH3:93], predict the reaction product. The product is: [O:85]1[C:81]2[CH:80]=[CH:79][N:78]=[C:77]([O:76][C:74]3[CH:75]=[CH:70][C:71]([C:86]4[CH:90]([CH3:91])[O:89][C:88](=[O:92])[C:87]=4[CH3:93])=[CH:72][CH:73]=3)[C:82]=2[CH:83]=[CH:84]1. (5) Given the reactants [NH2:1][CH:2]1[CH2:5][CH:4]([C:6]2[CH:11]=[CH:10][C:9]([C:12]3[N:13]=[C:14]([C@@H:17]4[CH2:21][CH2:20][CH2:19][N:18]4[C:22]([O:24][C:25]([CH3:28])([CH3:27])[CH3:26])=[O:23])[NH:15][CH:16]=3)=[CH:8][CH:7]=2)[CH2:3]1.[N:29]1([C:37]([O:39][C:40]([CH3:43])([CH3:42])[CH3:41])=[O:38])[CH2:36][CH2:35][CH2:34][C@H:30]1[C:31](O)=[O:32].CC(C)N=C=NC(C)C, predict the reaction product. The product is: [C:25]([O:24][C:22]([N:18]1[CH2:19][CH2:20][CH2:21][C@H:17]1[C:14]1[NH:15][CH:16]=[C:12]([C:9]2[CH:10]=[CH:11][C:6]([CH:4]3[CH2:3][CH:2]([NH:1][C:31]([C@@H:30]4[CH2:34][CH2:35][CH2:36][N:29]4[C:37]([O:39][C:40]([CH3:43])([CH3:42])[CH3:41])=[O:38])=[O:32])[CH2:5]3)=[CH:7][CH:8]=2)[N:13]=1)=[O:23])([CH3:28])([CH3:27])[CH3:26].